From a dataset of Full USPTO retrosynthesis dataset with 1.9M reactions from patents (1976-2016). Predict the reactants needed to synthesize the given product. (1) Given the product [CH3:1][NH:2][C:10]1[N:11]=[C:12]([C:16]2[S:17][C:18]3[CH:26]=[CH:25][CH:24]=[CH:23][C:19]=3[C:20](=[O:22])[N:21]=2)[CH:13]=[CH:14][CH:15]=1, predict the reactants needed to synthesize it. The reactants are: [CH3:1][N:2]([C:10]1[CH:15]=[CH:14][CH:13]=[C:12]([C:16]2[S:17][C:18]3[CH:26]=[CH:25][CH:24]=[CH:23][C:19]=3[C:20](=[O:22])[N:21]=2)[N:11]=1)C(=O)OC(C)(C)C.FC(F)(F)C(O)=O. (2) The reactants are: C[O:2][C:3](=O)[CH2:4][C:5]1[CH:10]=[CH:9][CH:8]=[C:7]([O:11][CH2:12][C@H:13]([CH3:42])[CH2:14][N:15]([CH2:30][C:31]2[CH:36]=[CH:35][CH:34]=[C:33]([C:37]([F:40])([F:39])[F:38])[C:32]=2[Cl:41])[CH2:16][CH:17]([C:24]2[CH:29]=[CH:28][CH:27]=[CH:26][CH:25]=2)[C:18]2[CH:23]=[CH:22][CH:21]=[CH:20][CH:19]=2)[CH:6]=1.COC(=O)C. Given the product [Cl:41][C:32]1[C:33]([C:37]([F:38])([F:39])[F:40])=[CH:34][CH:35]=[CH:36][C:31]=1[CH2:30][N:15]([CH2:16][CH:17]([C:18]1[CH:23]=[CH:22][CH:21]=[CH:20][CH:19]=1)[C:24]1[CH:25]=[CH:26][CH:27]=[CH:28][CH:29]=1)[CH2:14][C@@H:13]([CH3:42])[CH2:12][O:11][C:7]1[CH:6]=[C:5]([CH2:4][CH2:3][OH:2])[CH:10]=[CH:9][CH:8]=1, predict the reactants needed to synthesize it. (3) Given the product [CH3:26][O:25][C:24]([N:15]1[C:14]2[CH:23]=[C:10]([CH2:9][O:1][Si:2]([C:5]([CH3:6])([CH3:7])[CH3:8])([CH3:4])[CH3:3])[CH:11]=[CH:12][C:13]=2[S:18][C:17]2[N:19]=[CH:20][CH:21]=[N:22][C:16]1=2)=[O:27], predict the reactants needed to synthesize it. The reactants are: [O:1]([CH2:9][C:10]1[CH:11]=[CH:12][C:13]2[S:18][C:17]3[N:19]=[CH:20][CH:21]=[N:22][C:16]=3[NH:15][C:14]=2[CH:23]=1)[Si:2]([C:5]([CH3:8])([CH3:7])[CH3:6])([CH3:4])[CH3:3].[C:24](Cl)(=[O:27])[O:25][CH3:26]. (4) Given the product [CH3:1][O:2][CH2:3][N:4]1[C:12]2[C:7](=[CH:8][CH:9]=[CH:10][C:11]=2[N:13]([CH3:29])[S:14]([C:17]2[S:18][CH:19]=[CH:20][CH:21]=2)(=[O:16])=[O:15])[CH:6]=[C:5]1[C:22]([O:24][CH2:25][CH3:26])=[O:23], predict the reactants needed to synthesize it. The reactants are: [CH3:1][O:2][CH2:3][N:4]1[C:12]2[C:7](=[CH:8][CH:9]=[CH:10][C:11]=2[NH:13][S:14]([C:17]2[S:18][CH:19]=[CH:20][CH:21]=2)(=[O:16])=[O:15])[CH:6]=[C:5]1[C:22]([O:24][CH2:25][CH3:26])=[O:23].CI.[C:29](=O)([O-])[O-].[K+].[K+].CN(C)C=O. (5) Given the product [OH:9][C:4]1[CH:5]=[CH:6][C:7]([C:10]2([C:7]3[CH:6]=[CH:5][C:4]([OH:9])=[C:3]([O:2][CH3:1])[CH:8]=3)[C:11]3[C:12](=[CH:16][CH:17]=[CH:18][CH:19]=3)[C:13](=[O:14])[O:15]2)=[CH:8][C:3]=1[O:2][CH3:1], predict the reactants needed to synthesize it. The reactants are: [CH3:1][O:2][C:3]1[CH:8]=[CH:7][CH:6]=[CH:5][C:4]=1[OH:9].[C:10]1(=O)[O:15][C:13](=[O:14])[C:12]2=[CH:16][CH:17]=[CH:18][CH:19]=[C:11]12. (6) Given the product [N:44]1([C:41]2[CH:40]=[CH:39][C:38]([NH:37][C:6]([N:8]3[CH2:13][CH2:12][CH:11]([C:14]4[C:23]5[C:18](=[CH:19][C:20]([F:24])=[CH:21][CH:22]=5)[N:17]=[CH:16][N:15]=4)[CH2:10][CH2:9]3)=[O:7])=[CH:43][CH:42]=2)[CH2:45][CH2:46][O:47][CH2:48][CH2:49]1, predict the reactants needed to synthesize it. The reactants are: C(O[C:6]([N:8]1[CH2:13][CH2:12][CH:11]([C:14]2[C:23]3[C:18](=[CH:19][C:20]([F:24])=[CH:21][CH:22]=3)[N:17]=[CH:16][N:15]=2)[CH2:10][CH2:9]1)=[O:7])(C)(C)C.Cl.[N+](C1C=CC(OC(=O)[NH:37][C:38]2[CH:43]=[CH:42][C:41]([N:44]3[CH2:49][CH2:48][O:47][CH2:46][CH2:45]3)=[CH:40][CH:39]=2)=CC=1)([O-])=O. (7) Given the product [NH:33]1[CH:34]=[CH:35][N:36]=[C:32]1[NH:31][C:23]([C:22]1[C:16]2[O:15][C:14]([NH:13][C:11]([C:3]3[N:2]=[CH:1][C:10]4[C:5]([CH:4]=3)=[CH:6][CH:7]=[CH:8][CH:9]=4)=[O:12])=[N:18][C:17]=2[CH:19]=[CH:20][CH:21]=1)=[O:24], predict the reactants needed to synthesize it. The reactants are: [CH:1]1[C:10]2[C:5](=[CH:6][CH:7]=[CH:8][CH:9]=2)[CH:4]=[C:3]([C:11]([NH:13][C:14]2[O:15][C:16]3[C:22]([C:23](O)=[O:24])=[CH:21][CH:20]=[CH:19][C:17]=3[N:18]=2)=[O:12])[N:2]=1.S(O)(O)(=O)=O.[NH2:31][C:32]1[NH:33][CH:34]=[CH:35][N:36]=1.CN(C(ON1N=NC2C=CC=CC1=2)=[N+](C)C)C.F[P-](F)(F)(F)(F)F.CCN(C(C)C)C(C)C. (8) Given the product [Cl:11][C:6]1[CH:5]=[C:4]([CH:9]=[CH:8][C:7]=1[O:10][C:13]1[CH:18]=[N:17][CH:16]=[CH:15][N:14]=1)[NH2:3], predict the reactants needed to synthesize it. The reactants are: [OH-].[K+].[NH2:3][C:4]1[CH:9]=[CH:8][C:7]([OH:10])=[C:6]([Cl:11])[CH:5]=1.Cl[C:13]1[CH:18]=[N:17][CH:16]=[CH:15][N:14]=1.